Dataset: NCI-60 drug combinations with 297,098 pairs across 59 cell lines. Task: Regression. Given two drug SMILES strings and cell line genomic features, predict the synergy score measuring deviation from expected non-interaction effect. Synergy scores: CSS=6.85, Synergy_ZIP=-1.65, Synergy_Bliss=0.557, Synergy_Loewe=-10.2, Synergy_HSA=0.654. Drug 2: C1CN(P(=O)(OC1)NCCCl)CCCl. Drug 1: CC1CCC2CC(C(=CC=CC=CC(CC(C(=O)C(C(C(=CC(C(=O)CC(OC(=O)C3CCCCN3C(=O)C(=O)C1(O2)O)C(C)CC4CCC(C(C4)OC)OCCO)C)C)O)OC)C)C)C)OC. Cell line: A498.